Task: Predict the reaction yield, written as a fraction of the theoretical maximum amount of product (1.0 means a 100% yield; for example, 0.34 means a 34% yield).. Dataset: Reaction yield outcomes from USPTO patents with 853,638 reactions The reactants are [C:1]([C:3]1[CH:4]=[C:5]([CH:20]=[CH:21][CH:22]=1)[CH2:6][CH:7]1[CH2:12][CH2:11][N:10](C(OC(C)(C)C)=O)[CH2:9][CH2:8]1)#[N:2].[C:23]([O-:26])(=O)[CH3:24].[NH4+].[N+:28](CC)([O-])=O. The catalyst is C(O)(=O)C. The product is [CH3:24][C:23]1[O:26][N:2]=[C:1]([C:3]2[CH:4]=[C:5]([CH:20]=[CH:21][CH:22]=2)[CH2:6][CH:7]2[CH2:8][CH2:9][NH:10][CH2:11][CH2:12]2)[N:28]=1. The yield is 0.400.